This data is from Reaction yield outcomes from USPTO patents with 853,638 reactions. The task is: Predict the reaction yield, written as a fraction of the theoretical maximum amount of product (1.0 means a 100% yield; for example, 0.34 means a 34% yield). (1) The reactants are [C:1](Cl)(=[O:3])[CH3:2].[N+:5]([C:8]1[CH:9]=[CH:10][C:11]2[O:16][CH2:15][CH2:14][NH:13][C:12]=2[CH:17]=1)([O-:7])=[O:6].C([O-])(O)=O.[Na+]. The catalyst is C(Cl)Cl. The product is [C:1]([N:13]1[C:12]2[CH:17]=[C:8]([N+:5]([O-:7])=[O:6])[CH:9]=[CH:10][C:11]=2[O:16][CH2:15][CH2:14]1)(=[O:3])[CH3:2]. The yield is 0.900. (2) The reactants are [F:1][C:2]1[CH:3]=[C:4]([C:9]2([O:14][CH3:15])[CH2:13][CH2:12][NH:11][CH2:10]2)[CH:5]=[C:6]([F:8])[CH:7]=1.[H-].[Na+].[CH2:18](Br)[C:19]1[CH:24]=[CH:23][CH:22]=[CH:21][CH:20]=1.Cl. The catalyst is CN(C)C=O. The product is [CH2:18]([N:11]1[CH2:12][CH2:13][C:9]([C:4]2[CH:5]=[C:6]([F:8])[CH:7]=[C:2]([F:1])[CH:3]=2)([O:14][CH3:15])[CH2:10]1)[C:19]1[CH:24]=[CH:23][CH:22]=[CH:21][CH:20]=1. The yield is 0.620. (3) The reactants are [H-].[Na+].[CH2:3]([O:10][C:11]1[C:12]([O:22][CH3:23])=[CH:13][C:14](Br)=[C:15]([NH:17][C:18](=[S:20])[CH3:19])[CH:16]=1)[C:4]1[CH:9]=[CH:8][CH:7]=[CH:6][CH:5]=1. The catalyst is CN1C(=O)CCC1. The product is [CH2:3]([O:10][C:11]1[C:12]([O:22][CH3:23])=[CH:13][C:14]2[S:20][C:18]([CH3:19])=[N:17][C:15]=2[CH:16]=1)[C:4]1[CH:9]=[CH:8][CH:7]=[CH:6][CH:5]=1. The yield is 0.660. (4) The reactants are [C:1]([C:3]1[C:8]2[N:9]=[C:10]([C:12]([CH3:17])([CH3:16])[C:13]([NH2:15])=[O:14])[O:11][C:7]=2[C:6](F)=[C:5]([C:19]2[CH:24]=[CH:23][CH:22]=[CH:21][CH:20]=2)[C:4]=1[CH3:25])#[N:2].C(N(CC)CC)C.[CH3:33][N:34]([CH3:40])[C@H:35]1[CH2:39][CH2:38][NH:37][CH2:36]1.C(OCC)(=O)C. The catalyst is CS(C)=O.O. The product is [C:1]([C:3]1[C:8]2[N:9]=[C:10]([C:12]([CH3:17])([CH3:16])[C:13]([NH2:15])=[O:14])[O:11][C:7]=2[C:6]([N:37]2[CH2:38][CH2:39][C@H:35]([N:34]([CH3:40])[CH3:33])[CH2:36]2)=[C:5]([C:19]2[CH:24]=[CH:23][CH:22]=[CH:21][CH:20]=2)[C:4]=1[CH3:25])#[N:2]. The yield is 0.550.